This data is from CYP3A4 inhibition data for predicting drug metabolism from PubChem BioAssay. The task is: Regression/Classification. Given a drug SMILES string, predict its absorption, distribution, metabolism, or excretion properties. Task type varies by dataset: regression for continuous measurements (e.g., permeability, clearance, half-life) or binary classification for categorical outcomes (e.g., BBB penetration, CYP inhibition). Dataset: cyp3a4_veith. (1) The result is 0 (non-inhibitor). The molecule is O=C(O)/C(Cc1ccnc2ccccc12)=N\O. (2) The molecule is CCn1c(-c2ccccc2Cl)nn(CC(=O)Nc2ccc(OC)cc2)c1=S. The result is 1 (inhibitor). (3) The compound is CCc1cccc(CC)c1NC(=O)CN1CC(C)SC1=NC1CCCCC1. The result is 1 (inhibitor). (4) The result is 0 (non-inhibitor). The molecule is CO[C@@H]1COC(=O)C/C=C\[C@H](C)[C@@H](OC)COC(=O)CCC[C@@H]1C. (5) The drug is C[N+]1(CCCC[N+]2(C)CCCCCCC2)CCCCCCC1. The result is 0 (non-inhibitor). (6) The compound is C[C@]12CC[C@H]3c4ccc(O)cc4CC[C@@H]3[C@H]1CC[C@@H]2OP(=O)(O)O. The result is 0 (non-inhibitor).